Predict the product of the given reaction. From a dataset of Forward reaction prediction with 1.9M reactions from USPTO patents (1976-2016). (1) The product is: [CH3:35][C:36]([O:31][C:30]([NH:29][C@@H:33]([CH2:34][CH2:35][C:36]1[CH:37]=[CH:38][CH:39]=[CH:40][CH:41]=1)/[CH:42]=[CH:4]/[C:3]([O:2][CH3:1])=[O:24])=[O:32])([CH3:41])[CH3:37]. Given the reactants [CH3:1][O:2][C:3](=[O:24])[CH:4]=P(C1C=CC=CC=1)(C1C=CC=CC=1)C1C=CC=CC=1.CC([N:29]([C@H:33]([CH:42]=O)[CH2:34][CH2:35][C:36]1[CH:41]=[CH:40][CH:39]=[CH:38][CH:37]=1)[C:30](=[O:32])[O-:31])(C)C, predict the reaction product. (2) Given the reactants [Br:1][C:2]1[CH:3]=[C:4]([N:8]2[C:16]3[CH:15]=[C:14](Cl)[N:13]=[CH:12][C:11]=3[C:10]([C:18]([O:20]C)=[O:19])=[N:9]2)[CH:5]=[CH:6][CH:7]=1.[CH3:22][O-:23].[Na+].[OH-].[Na+], predict the reaction product. The product is: [Br:1][C:2]1[CH:3]=[C:4]([N:8]2[C:16]3[CH:15]=[C:14]([O:23][CH3:22])[N:13]=[CH:12][C:11]=3[C:10]([C:18]([OH:20])=[O:19])=[N:9]2)[CH:5]=[CH:6][CH:7]=1. (3) Given the reactants [CH2:1]([O:8][C:9](=[O:36])[C@@H:10]([NH2:35])[CH2:11][C:12]1[CH:17]=[CH:16][C:15]([N:18]2[CH2:22][C:21](=[O:23])[N:20]([CH2:24][C:25]3[CH:30]=[CH:29][C:28]([O:31][CH3:32])=[CH:27][CH:26]=3)[S:19]2(=[O:34])=[O:33])=[CH:14][CH:13]=1)[C:2]1[CH:7]=[CH:6][CH:5]=[CH:4][CH:3]=1.[C:37]([NH:40][C@@H:41]([CH2:45][C:46]1[CH:51]=[CH:50][CH:49]=[CH:48][CH:47]=1)[C:42](O)=[O:43])(=[O:39])[CH3:38].C1C=CC2N(O)N=NC=2C=1.CCN=C=NCCCN(C)C.Cl, predict the reaction product. The product is: [CH2:1]([O:8][C:9](=[O:36])[C@@H:10]([NH:35][C:42](=[O:43])[C@@H:41]([NH:40][C:37](=[O:39])[CH3:38])[CH2:45][C:46]1[CH:51]=[CH:50][CH:49]=[CH:48][CH:47]=1)[CH2:11][C:12]1[CH:13]=[CH:14][C:15]([N:18]2[CH2:22][C:21](=[O:23])[N:20]([CH2:24][C:25]3[CH:26]=[CH:27][C:28]([O:31][CH3:32])=[CH:29][CH:30]=3)[S:19]2(=[O:33])=[O:34])=[CH:16][CH:17]=1)[C:2]1[CH:3]=[CH:4][CH:5]=[CH:6][CH:7]=1. (4) Given the reactants O.[CH2:2]([N:13]([CH2:18][C:19]([OH:21])=[O:20])[CH2:14][C:15]([OH:17])=[O:16])[CH2:3][N:4]([CH2:9][C:10]([OH:12])=[O:11])[CH2:5][C:6]([OH:8])=[O:7].[Na].[Na], predict the reaction product. The product is: [CH2:3]([N:4]([CH2:9][C:10]([OH:12])=[O:11])[CH2:5][C:6]([OH:8])=[O:7])[CH2:2][N:13]([CH2:18][C:19]([OH:21])=[O:20])[CH2:14][C:15]([OH:17])=[O:16]. (5) Given the reactants C(OC([NH:11][C:12]1([PH:20]([NH:22][C:23](=[O:30])[C:24]2[CH:29]=[CH:28][CH:27]=[CH:26][CH:25]=2)=[O:21])[CH2:17][CH2:16][CH2:15][N:14]([NH2:18])[C:13]1=[O:19])=O)C1C=CC=CC=1, predict the reaction product. The product is: [NH2:11][C:12]1([PH:20]([NH:22][C:23](=[O:30])[C:24]2[CH:29]=[CH:28][CH:27]=[CH:26][CH:25]=2)=[O:21])[CH2:17][CH2:16][CH2:15][N:14]([NH2:18])[C:13]1=[O:19]. (6) Given the reactants [C:1]([O:5][C:6]([N:8]1[CH2:12][CH2:11][CH2:10][C@H:9]1[CH2:13][N:14]1[C:18]2[N:19]=[CH:20][N:21]=[C:22]([NH2:23])[C:17]=2[C:16](I)=[CH:15]1)=[O:7])([CH3:4])([CH3:3])[CH3:2].[O:25]([C:32]1[CH:37]=[CH:36][C:35](B(O)O)=[CH:34][CH:33]=1)[C:26]1[CH:31]=[CH:30][CH:29]=[CH:28][CH:27]=1.C([O-])([O-])=O.[Na+].[Na+], predict the reaction product. The product is: [C:1]([O:5][C:6]([N:8]1[CH2:12][CH2:11][CH2:10][C@H:9]1[CH2:13][N:14]1[C:18]2[N:19]=[CH:20][N:21]=[C:22]([NH2:23])[C:17]=2[C:16]([C:35]2[CH:36]=[CH:37][C:32]([O:25][C:26]3[CH:31]=[CH:30][CH:29]=[CH:28][CH:27]=3)=[CH:33][CH:34]=2)=[CH:15]1)=[O:7])([CH3:4])([CH3:3])[CH3:2].